Dataset: Full USPTO retrosynthesis dataset with 1.9M reactions from patents (1976-2016). Task: Predict the reactants needed to synthesize the given product. (1) Given the product [CH3:1][O:2][C:3]1[CH:4]=[CH:5][C:6]([CH2:7][N:8]2[CH:12]=[C:11]([CH2:13][OH:14])[CH:10]=[N:9]2)=[CH:18][CH:19]=1, predict the reactants needed to synthesize it. The reactants are: [CH3:1][O:2][C:3]1[CH:19]=[CH:18][C:6]([CH2:7][N:8]2[CH:12]=[C:11]([C:13](OCC)=[O:14])[CH:10]=[N:9]2)=[CH:5][CH:4]=1.[H-].[Al+3].[Li+].[H-].[H-].[H-]. (2) The reactants are: [CH3:1][O:2][C:3]1[CH:8]=[C:7]([O:9][CH3:10])[C:6]([S:11](Cl)(=[O:13])=[O:12])=[CH:5][C:4]=1[C:15]1[C:19]([O:20][C:21]2[CH:26]=[CH:25][CH:24]=[CH:23][C:22]=2[Cl:27])=[CH:18][NH:17][N:16]=1.[NH2:28][C:29]1[CH:34]=[CH:33][N:32]=[CH:31][CH:30]=1. Given the product [CH3:1][O:2][C:3]1[CH:8]=[C:7]([O:9][CH3:10])[C:6]([S:11](=[O:13])(=[O:12])[NH:28][C:29]2[CH:34]=[CH:33][N:32]=[CH:31][CH:30]=2)=[CH:5][C:4]=1[C:15]1[C:19]([O:20][C:21]2[CH:26]=[CH:25][CH:24]=[CH:23][C:22]=2[Cl:27])=[CH:18][NH:17][N:16]=1, predict the reactants needed to synthesize it.